This data is from Catalyst prediction with 721,799 reactions and 888 catalyst types from USPTO. The task is: Predict which catalyst facilitates the given reaction. (1) Reactant: Cl.O1CCOCC1.[F:8][C:9]1[CH:10]=[C:11]([CH2:35][C:36]([O:38]C(C)(C)C)=[O:37])[CH:12]=[CH:13][C:14]=1[CH2:15][O:16][CH2:17][C@@H:18]1[CH2:20][C@@H:19]1[CH:21]1[CH2:26][CH2:25][N:24]([C:27]2[O:31][N:30]=[C:29]([CH:32]([CH3:34])[CH3:33])[N:28]=2)[CH2:23][CH2:22]1. Product: [F:8][C:9]1[CH:10]=[C:11]([CH2:35][C:36]([OH:38])=[O:37])[CH:12]=[CH:13][C:14]=1[CH2:15][O:16][CH2:17][C@@H:18]1[CH2:20][C@@H:19]1[CH:21]1[CH2:22][CH2:23][N:24]([C:27]2[O:31][N:30]=[C:29]([CH:32]([CH3:34])[CH3:33])[N:28]=2)[CH2:25][CH2:26]1. The catalyst class is: 2. (2) Reactant: Cl[C:2]1[N:7]2[N:8]=[C:9]([NH2:11])[N:10]=[C:6]2[CH:5]=[N:4][CH:3]=1.[N:12]1[C:21]2[C:16](=[CH:17][CH:18]=[CH:19][CH:20]=2)[CH:15]=[C:14](B2OC(C)(C)C(C)(C)O2)[CH:13]=1.C(=O)([O-])[O-].[Na+].[Na+]. Product: [N:12]1[C:21]2[C:16](=[CH:17][CH:18]=[CH:19][CH:20]=2)[CH:15]=[C:14]([C:2]2[N:7]3[N:8]=[C:9]([NH2:11])[N:10]=[C:6]3[CH:5]=[N:4][CH:3]=2)[CH:13]=1. The catalyst class is: 149. (3) Reactant: [CH3:1][C:2]1[CH:3]=[C:4]([CH:7]=[CH:8][C:9]=1[CH3:10])[CH2:5][NH2:6].[C:11](Cl)(Cl)=[O:12].CCN(C(C)C)C(C)C.[NH2:24][C:25]1[CH:34]=[CH:33][CH:32]=[C:31]2[C:26]=1[CH:27]=[C:28]([CH3:35])[N:29]=[CH:30]2. Product: [CH3:1][C:2]1[CH:3]=[C:4]([CH:7]=[CH:8][C:9]=1[CH3:10])[CH2:5][NH:6][C:11]([NH:24][C:25]1[CH:34]=[CH:33][CH:32]=[C:31]2[C:26]=1[CH:27]=[C:28]([CH3:35])[N:29]=[CH:30]2)=[O:12]. The catalyst class is: 11. (4) Product: [CH:1]1([C:4]2[N:5]=[C:6]3[N:9]=[C:23]([OH:24])[C:17]([C:14]4[CH:15]=[CH:16][C:11]([F:10])=[CH:12][CH:13]=4)=[C:18]([OH:19])[N:7]3[N:8]=2)[CH2:3][CH2:2]1. Reactant: [CH:1]1([C:4]2[NH:8][N:7]=[C:6]([NH2:9])[N:5]=2)[CH2:3][CH2:2]1.[F:10][C:11]1[CH:16]=[CH:15][C:14]([CH:17]([C:23](OCC)=[O:24])[C:18](OCC)=[O:19])=[CH:13][CH:12]=1.C(N(CCCC)CCCC)CCC. The catalyst class is: 611.